Dataset: Forward reaction prediction with 1.9M reactions from USPTO patents (1976-2016). Task: Predict the product of the given reaction. Given the reactants O[CH:2]1[CH:6](O)[CH2:5]O[CH:3]1[C:8]1O[C:11]([CH3:13])=[C:10]([C:14](=O)[CH3:15])[CH:9]=1.C(S([O-])(=O)=O)(F)(F)F.C(S([O-])(=O)=O)(F)(F)F.C(S([O-])(=O)=O)(F)(F)F.[La+3], predict the reaction product. The product is: [CH2:14]([CH:10]([CH2:9][CH2:8][CH2:3][CH2:2][CH2:6][CH3:5])[CH2:11][CH3:13])[CH3:15].